This data is from NCI-60 drug combinations with 297,098 pairs across 59 cell lines. The task is: Regression. Given two drug SMILES strings and cell line genomic features, predict the synergy score measuring deviation from expected non-interaction effect. Drug 1: COC1=CC(=CC(=C1O)OC)C2C3C(COC3=O)C(C4=CC5=C(C=C24)OCO5)OC6C(C(C7C(O6)COC(O7)C8=CC=CS8)O)O. Drug 2: CCN(CC)CCNC(=O)C1=C(NC(=C1C)C=C2C3=C(C=CC(=C3)F)NC2=O)C. Cell line: HOP-62. Synergy scores: CSS=38.6, Synergy_ZIP=2.13, Synergy_Bliss=0.661, Synergy_Loewe=-20.3, Synergy_HSA=-0.506.